Predict the reaction yield, written as a fraction of the theoretical maximum amount of product (1.0 means a 100% yield; for example, 0.34 means a 34% yield). From a dataset of Reaction yield outcomes from USPTO patents with 853,638 reactions. (1) The reactants are [NH2:1][CH:2]1[CH2:11][C:10]2[CH:9]=[C:8]([C:12]([O:14][CH3:15])=[O:13])[CH:7]=[CH:6][C:5]=2[CH2:4][CH2:3]1.Cl.C(N(CC)CC)C.[CH3:24][O:25][C:26]1[CH:27]=[C:28](B(O)O)[CH:29]=[CH:30][CH:31]=1. The catalyst is CN(C=O)C.C([O-])(=O)C.[Cu+2].C([O-])(=O)C. The product is [CH3:24][O:25][C:26]1[CH:31]=[C:30]([NH:1][CH:2]2[CH2:11][C:10]3[CH:9]=[C:8]([C:12]([O:14][CH3:15])=[O:13])[CH:7]=[CH:6][C:5]=3[CH2:4][CH2:3]2)[CH:29]=[CH:28][CH:27]=1. The yield is 0.820. (2) The reactants are [Cl:1][C:2]1[CH:3]=[C:4]([C:8](=[O:11])[CH2:9][CH3:10])[CH:5]=[CH:6][CH:7]=1.CCN(CC)CC.[Si:19](OS(C(F)(F)F)(=O)=O)([C:22]([CH3:25])([CH3:24])[CH3:23])([CH3:21])[CH3:20]. The catalyst is C(Cl)Cl. The product is [C:22]([Si:19]([O:11]/[C:8](/[C:4]1[CH:5]=[CH:6][CH:7]=[C:2]([Cl:1])[CH:3]=1)=[CH:9]\[CH3:10])([CH3:21])[CH3:20])([CH3:25])([CH3:24])[CH3:23]. The yield is 0.980. (3) The reactants are [OH:1][C:2]([CH3:35])([CH3:34])[CH2:3][C@@:4]1([C:28]2[CH:33]=[CH:32][CH:31]=[CH:30][CH:29]=2)[O:9][C:8](=[O:10])[N:7]([C@H:11]([C:13]2[CH:18]=[CH:17][C:16](B3OC(C)(C)C(C)(C)O3)=[CH:15][CH:14]=2)[CH3:12])[CH2:6][CH2:5]1.Br[C:37]1[CH:38]=[CH:39][C:40](=[O:44])[N:41]([CH3:43])[CH:42]=1. The catalyst is O1CCOCC1.Cl[Pd](Cl)([P](C1C=CC=CC=1)(C1C=CC=CC=1)C1C=CC=CC=1)[P](C1C=CC=CC=1)(C1C=CC=CC=1)C1C=CC=CC=1. The product is [OH:1][C:2]([CH3:34])([CH3:35])[CH2:3][C@@:4]1([C:28]2[CH:33]=[CH:32][CH:31]=[CH:30][CH:29]=2)[O:9][C:8](=[O:10])[N:7]([C@H:11]([C:13]2[CH:14]=[CH:15][C:16]([C:37]3[CH:38]=[CH:39][C:40](=[O:44])[N:41]([CH3:43])[CH:42]=3)=[CH:17][CH:18]=2)[CH3:12])[CH2:6][CH2:5]1. The yield is 0.350.